This data is from TCR-epitope binding with 47,182 pairs between 192 epitopes and 23,139 TCRs. The task is: Binary Classification. Given a T-cell receptor sequence (or CDR3 region) and an epitope sequence, predict whether binding occurs between them. (1) The epitope is KLPDDFTGCV. The TCR CDR3 sequence is CASSTFSDRVYNEQFF. Result: 1 (the TCR binds to the epitope). (2) The epitope is FLPRVFSAV. The TCR CDR3 sequence is CATESGTGRDEQYF. Result: 1 (the TCR binds to the epitope). (3) The epitope is EHPTFTSQYRIQGKL. The TCR CDR3 sequence is CASSFEGGTQETQYF. Result: 1 (the TCR binds to the epitope).